From a dataset of Reaction yield outcomes from USPTO patents with 853,638 reactions. Predict the reaction yield, written as a fraction of the theoretical maximum amount of product (1.0 means a 100% yield; for example, 0.34 means a 34% yield). (1) The reactants are Cl[C:2]1[N:7]2[N:8]=[CH:9][CH:10]=[C:6]2[N:5]=[C:4]([NH:11][C:12](=[O:23])[C:13]2[CH:18]=[CH:17][C:16]([C:19]([OH:22])([CH3:21])[CH3:20])=[CH:15][CH:14]=2)[CH:3]=1.[CH3:24][CH:25]1[C:30](=[O:31])[CH2:29][CH2:28][NH:27][CH2:26]1. The catalyst is CN1C(=O)CCC1.CS(C)=O.CO. The product is [OH:22][C:19]([C:16]1[CH:17]=[CH:18][C:13]([C:12]([NH:11][C:4]2[CH:3]=[C:2]([N:27]3[CH2:28][CH2:29][C:30](=[O:31])[CH:25]([CH3:24])[CH2:26]3)[N:7]3[N:8]=[CH:9][CH:10]=[C:6]3[N:5]=2)=[O:23])=[CH:14][CH:15]=1)([CH3:21])[CH3:20]. The yield is 0.560. (2) The reactants are [NH2:1][C:2]1[N:6]([C:7]([CH3:10])([CH3:9])[CH3:8])[N:5]=[C:4]([C:11]([F:14])([F:13])[F:12])[C:3]=1[C:15]([O:17][CH2:18][CH3:19])=[O:16].CO[CH:22](OC)[N:23]([CH3:25])[CH3:24]. The catalyst is CC#N. The product is [C:7]([N:6]1[C:2]([N:1]=[CH:22][N:23]([CH3:25])[CH3:24])=[C:3]([C:15]([O:17][CH2:18][CH3:19])=[O:16])[C:4]([C:11]([F:14])([F:13])[F:12])=[N:5]1)([CH3:10])([CH3:9])[CH3:8]. The yield is 0.500. (3) The reactants are [NH2:1][C@H:2]1[CH2:7][CH2:6][CH2:5][N:4]([C:8]([O:10][C:11]([CH3:14])([CH3:13])[CH3:12])=[O:9])[CH2:3]1.Br[CH2:16][CH2:17][CH3:18].CCN(C(C)C)C(C)C. The catalyst is CN(C=O)C.CCOC(C)=O. The product is [CH2:16]([NH:1][C@H:2]1[CH2:7][CH2:6][CH2:5][N:4]([C:8]([O:10][C:11]([CH3:14])([CH3:13])[CH3:12])=[O:9])[CH2:3]1)[CH2:17][CH3:18]. The yield is 0.570. (4) The reactants are Cl.[O:2]=[C:3]1[CH2:11][C:10]2[C:5](=C[CH:7]=[C:8](/[CH:12]=[CH:13]/[C:14]([OH:16])=O)[CH:9]=2)[NH:4]1.O.OC1C2N=N[NH:24]C=2C=CC=1.C(N(C(C)C)CC)(C)C.[CH3:37][C:38]1[NH:39][C:40]2[C:45]([C:46]=1[CH2:47][NH:48][CH3:49])=[CH:44][CH:43]=[CH:42][CH:41]=2.C(Cl)CCl. The catalyst is CN(C=O)C. The product is [CH3:49][N:48]([CH2:47][C:46]1[C:45]2[C:40](=[CH:41][CH:42]=[CH:43][CH:44]=2)[NH:39][C:38]=1[CH3:37])[C:14](=[O:16])/[CH:13]=[CH:12]/[C:8]1[CH:9]=[C:10]2[CH2:11][C:3](=[O:2])[NH:4][C:5]2=[N:24][CH:7]=1. The yield is 0.880. (5) The reactants are [NH2:1][C:2]1[NH:6][N:5]=[C:4]([NH:7][C:8]2[CH:13]=[C:12]([C:14]([F:17])([F:16])[F:15])[C:11]([C:18]3[CH:23]=[CH:22][C:21]([O:24][CH:25]4[CH2:30][CH2:29][N:28](C(OC(C)(C)C)=O)[CH2:27][CH2:26]4)=[CH:20][CH:19]=3)=[C:10]([Cl:38])[CH:9]=2)[N:3]=1.Cl. The catalyst is ClCCl. The product is [ClH:38].[Cl:38][C:10]1[C:11]([C:18]2[CH:19]=[CH:20][C:21]([O:24][CH:25]3[CH2:30][CH2:29][NH:28][CH2:27][CH2:26]3)=[CH:22][CH:23]=2)=[C:12]([C:14]([F:16])([F:15])[F:17])[CH:13]=[C:8]([NH:7][C:4]2[N:3]=[C:2]([NH2:1])[NH:6][N:5]=2)[CH:9]=1. The yield is 0.880.